Task: Predict the reactants needed to synthesize the given product.. Dataset: Full USPTO retrosynthesis dataset with 1.9M reactions from patents (1976-2016) (1) Given the product [C:39]([CH:37]([CH:35]([C:34]([OH:43])=[O:42])[OH:36])[OH:38])([OH:41])=[O:40].[Cl:33][CH2:32][CH2:31][N:4]([CH2:3][CH2:2][Cl:1])[P:5]([N:24]([CH2:28][CH2:29][Cl:30])[CH2:25][CH2:26][Cl:27])(=[O:23])[O:6][CH2:7][CH2:8][S:9]([CH2:12][C:13](=[O:22])[NH:14][CH2:15][C:16]1[CH:17]=[N:18][CH:19]=[CH:20][CH:21]=1)(=[O:10])=[O:11], predict the reactants needed to synthesize it. The reactants are: [Cl:1][CH2:2][CH2:3][N:4]([CH2:31][CH2:32][Cl:33])[P:5]([N:24]([CH2:28][CH2:29][Cl:30])[CH2:25][CH2:26][Cl:27])(=[O:23])[O:6][CH2:7][CH2:8][S:9]([CH2:12][C:13](=[O:22])[NH:14][CH2:15][C:16]1[CH:17]=[N:18][CH:19]=[CH:20][CH:21]=1)(=[O:11])=[O:10].[C:34]([OH:43])(=[O:42])[CH:35]([CH:37]([C:39]([OH:41])=[O:40])[OH:38])[OH:36].C(O)C.C(OCC)C. (2) Given the product [Cl:1][C:2]1[CH:3]=[C:4]([CH:20]=[CH:21][C:22]=1[Cl:23])[CH2:5][NH:6][CH2:7][C:9]([NH:12][C:13](=[O:19])[O:14][C:15]([CH3:18])([CH3:16])[CH3:17])([CH3:10])[CH3:11], predict the reactants needed to synthesize it. The reactants are: [Cl:1][C:2]1[CH:3]=[C:4]([CH:20]=[CH:21][C:22]=1[Cl:23])[CH2:5][NH:6][C:7]([C:9]([NH:12][C:13](=[O:19])[O:14][C:15]([CH3:18])([CH3:17])[CH3:16])([CH3:11])[CH3:10])=O.B.O1CCCC1.CO. (3) Given the product [CH:2]1[C:11]2[C:6](=[CH:7][CH:8]=[CH:9][CH:10]=2)[CH:5]=[CH:4][C:3]=1[CH2:12][C:13]([O:15][CH2:16][CH3:17])=[O:14], predict the reactants needed to synthesize it. The reactants are: Cl.[CH:2]1[C:11]2[C:6](=[CH:7][CH:8]=[CH:9][CH:10]=2)[CH:5]=[CH:4][C:3]=1[CH2:12][C:13]([OH:15])=[O:14].[CH2:16](O)[CH3:17]. (4) Given the product [Cl:12][CH2:13][C:14]#[C:15][CH2:16][N:7]1[C:8]2[C:4](=[CH:3][C:2]([F:1])=[CH:10][CH:9]=2)[C:5]([I:11])=[N:6]1, predict the reactants needed to synthesize it. The reactants are: [F:1][C:2]1[CH:3]=[C:4]2[C:8](=[CH:9][CH:10]=1)[NH:7][N:6]=[C:5]2[I:11].[Cl:12][CH2:13][C:14]#[C:15][CH2:16]O. (5) Given the product [C:1]([Si:5]([CH3:14])([CH3:13])[O:6][CH2:7][CH2:8][CH2:9][C@H:10]([OH:11])[CH2:12][NH:15][C:16]1[CH:17]=[CH:18][C:19]2[S:24][CH2:23][C:22](=[O:25])[NH:21][C:20]=2[CH:26]=1)([CH3:4])([CH3:3])[CH3:2], predict the reactants needed to synthesize it. The reactants are: [C:1]([Si:5]([CH3:14])([CH3:13])[O:6][CH2:7][CH2:8][CH2:9][C@H:10]1[CH2:12][O:11]1)([CH3:4])([CH3:3])[CH3:2].[NH2:15][C:16]1[CH:17]=[CH:18][C:19]2[S:24][CH2:23][C:22](=[O:25])[NH:21][C:20]=2[CH:26]=1. (6) Given the product [Si:17]([O:16][C@H:11]([CH2:10][C:9]([OH:24])=[O:8])[CH2:12][C:13]([NH2:15])=[O:14])([C:20]([CH3:22])([CH3:23])[CH3:21])([CH3:19])[CH3:18], predict the reactants needed to synthesize it. The reactants are: C([O:8][C:9](=[O:24])[CH2:10][C@@H:11]([O:16][Si:17]([C:20]([CH3:23])([CH3:22])[CH3:21])([CH3:19])[CH3:18])[CH2:12][C:13]([NH2:15])=[O:14])C1C=CC=CC=1.